This data is from Forward reaction prediction with 1.9M reactions from USPTO patents (1976-2016). The task is: Predict the product of the given reaction. Given the reactants [N+:1]([C:4]1[CH:5]=[N:6][N:7]([CH2:9][C:10]2[CH:11]=[C:12]([CH:15]=[CH:16][CH:17]=2)[C:13]#[N:14])[CH:8]=1)([O-])=O.[Cl-].[NH4+], predict the reaction product. The product is: [NH2:1][C:4]1[CH:5]=[N:6][N:7]([CH2:9][C:10]2[CH:11]=[C:12]([CH:15]=[CH:16][CH:17]=2)[C:13]#[N:14])[CH:8]=1.